This data is from Reaction yield outcomes from USPTO patents with 853,638 reactions. The task is: Predict the reaction yield, written as a fraction of the theoretical maximum amount of product (1.0 means a 100% yield; for example, 0.34 means a 34% yield). The reactants are [CH3:1][O:2][C:3](=[O:22])[C:4]1[CH:9]=[C:8]([OH:10])[CH:7]=[CH:6][C:5]=1[NH:11][S:12]([C:15]1[CH:20]=[CH:19][C:18]([CH3:21])=[CH:17][CH:16]=1)(=[O:14])=[O:13].C([O-])([O-])=O.[K+].[K+].[CH2:29]([O:31][C:32]1[CH:37]=[C:36](F)[CH:35]=[CH:34][C:33]=1[N+:39]([O-:41])=[O:40])[CH3:30]. The catalyst is CN(C=O)C. The product is [CH3:1][O:2][C:3](=[O:22])[C:4]1[CH:9]=[C:8]([O:10][C:36]2[CH:35]=[CH:34][C:33]([N+:39]([O-:41])=[O:40])=[C:32]([O:31][CH2:29][CH3:30])[CH:37]=2)[CH:7]=[CH:6][C:5]=1[NH:11][S:12]([C:15]1[CH:16]=[CH:17][C:18]([CH3:21])=[CH:19][CH:20]=1)(=[O:14])=[O:13]. The yield is 0.500.